Dataset: NCI-60 drug combinations with 297,098 pairs across 59 cell lines. Task: Regression. Given two drug SMILES strings and cell line genomic features, predict the synergy score measuring deviation from expected non-interaction effect. Drug 1: C1=CC(=CC=C1CCCC(=O)O)N(CCCl)CCCl. Drug 2: C1CNP(=O)(OC1)N(CCCl)CCCl. Cell line: OVCAR-4. Synergy scores: CSS=-2.86, Synergy_ZIP=0.795, Synergy_Bliss=-0.400, Synergy_Loewe=-3.41, Synergy_HSA=-2.45.